This data is from M1 muscarinic receptor agonist screen with 61,833 compounds. The task is: Binary Classification. Given a drug SMILES string, predict its activity (active/inactive) in a high-throughput screening assay against a specified biological target. (1) The molecule is O(C(=O)C=1C(n2c(NC1C)nc1c2cccc1)c1cccnc1)CC. The result is 0 (inactive). (2) The molecule is S(=O)(=O)(N1CCN(S(=O)(=O)c2ccc(F)cc2)CC1)N(C)C. The result is 0 (inactive). (3) The drug is s\1c=2n(CN(CN2)c2cc(ccc2)C)c(=O)c1=C/c1ccncc1. The result is 0 (inactive). (4) The drug is S(c1n(c(nn1)C1CC1)c1ccccc1)CC(O)=O. The result is 0 (inactive). (5) The compound is O=C(Nc1ccc(cc1)C(=O)NCC(OC)=O)CCCC. The result is 0 (inactive). (6) The drug is S(=O)(=O)(N(Cc1ccccc1)CC(=O)Nc1c(SC)cccc1)C. The result is 0 (inactive). (7) The result is 0 (inactive). The drug is S(c1nc2c(cc1)cccc2)CC(O)=O. (8) The compound is Clc1c(C(=O)Nc2ncc(NC(=O)C(C)C)cc2)cccc1. The result is 0 (inactive).